This data is from Forward reaction prediction with 1.9M reactions from USPTO patents (1976-2016). The task is: Predict the product of the given reaction. (1) Given the reactants [F:1][C:2]1[CH:3]=[CH:4][C:5]2[N:9]=[CH:8][N:7]([C:10]3[N:18]=[C:17]4[C:13]([NH:14][C:15](=[O:29])[N:16]4[C@H:19]4[CH2:24][CH2:23][C@H:22]([C:25](OC)=[O:26])[CH2:21][CH2:20]4)=[CH:12][N:11]=3)[C:6]=2[CH:30]=1.C1COCC1.[H-].[H-].[H-].[H-].[Li+].[Al+3], predict the reaction product. The product is: [F:1][C:2]1[CH:3]=[CH:4][C:5]2[N:9]=[CH:8][N:7]([C:10]3[N:18]=[C:17]4[C:13]([NH:14][C:15](=[O:29])[N:16]4[C@H:19]4[CH2:20][CH2:21][C@H:22]([CH2:25][OH:26])[CH2:23][CH2:24]4)=[CH:12][N:11]=3)[C:6]=2[CH:30]=1. (2) The product is: [Cl:1][C:2]1[CH:7]=[C:6]([O:8][CH3:9])[CH:5]=[CH:4][C:3]=1[CH:10]([CH3:26])[C:11]([C:13]1[C:14]([F:25])=[CH:15][C:16]2[O:21][CH2:20][C:19](=[O:22])[N:18]([CH3:23])[C:17]=2[CH:24]=1)([OH:12])[C:28]([F:30])([F:29])[F:27]. Given the reactants [Cl:1][C:2]1[CH:7]=[C:6]([O:8][CH3:9])[CH:5]=[CH:4][C:3]=1[CH:10]([CH3:26])[C:11]([C:13]1[C:14]([F:25])=[CH:15][C:16]2[O:21][CH2:20][C:19](=[O:22])[N:18]([CH3:23])[C:17]=2[CH:24]=1)=[O:12].[F:27][C:28]([Si](C)(C)C)([F:30])[F:29].[F-].C[N+](C)(C)C, predict the reaction product. (3) Given the reactants [NH2:1][C:2]([NH:4][N:5]=[C:6]([C:9]1[CH:14]=[CH:13][CH:12]=[CH:11][CH:10]=1)[CH:7]=O)=[O:3], predict the reaction product. The product is: [C:9]1([C:6]2[CH:7]=[N:1][C:2](=[O:3])[NH:4][N:5]=2)[CH:14]=[CH:13][CH:12]=[CH:11][CH:10]=1. (4) Given the reactants Br[C:2]1[S:6][C:5]([CH3:7])=[N:4][C:3]=1[C:8]1[CH:13]=[CH:12][C:11]([O:14][CH3:15])=[CH:10][CH:9]=1.[C:16]([Cu])#[N:17].Cl, predict the reaction product. The product is: [CH3:15][O:14][C:11]1[CH:12]=[CH:13][C:8]([C:3]2[N:4]=[C:5]([CH3:7])[S:6][C:2]=2[C:16]#[N:17])=[CH:9][CH:10]=1. (5) Given the reactants [F:1][C:2]([F:17])([F:16])[C:3]1[CH:4]=[C:5]([CH:9]=[C:10]([C:12]([F:15])([F:14])[F:13])[CH:11]=1)[C:6]([OH:8])=O.C(Cl)(=O)C(Cl)=O.O1CCCC1.[NH2:29][C:30]1[CH:31]=[C:32]([CH:49]=[CH:50][CH:51]=1)[O:33][C:34]1[CH:35]=[CH:36][C:37]2[N:38]([CH:40]=[C:41]([NH:43][C:44]([CH:46]3[CH2:48][CH2:47]3)=[O:45])[N:42]=2)[N:39]=1, predict the reaction product. The product is: [CH:46]1([C:44]([NH:43][C:41]2[N:42]=[C:37]3[CH:36]=[CH:35][C:34]([O:33][C:32]4[CH:31]=[C:30]([NH:29][C:6](=[O:8])[C:5]5[CH:9]=[C:10]([C:12]([F:15])([F:14])[F:13])[CH:11]=[C:3]([C:2]([F:1])([F:17])[F:16])[CH:4]=5)[CH:51]=[CH:50][CH:49]=4)=[N:39][N:38]3[CH:40]=2)=[O:45])[CH2:47][CH2:48]1. (6) Given the reactants [Br:1][C:2]1[N:9]=[CH:8][CH:7]=[C:6](Br)[C:3]=1[C:4]#[N:5].[NH2:11][CH2:12][CH2:13][CH2:14][C:15]1[CH:20]=[CH:19][CH:18]=[CH:17][CH:16]=1.CCN(C(C)C)C(C)C, predict the reaction product. The product is: [Br:1][C:2]1[N:9]=[CH:8][CH:7]=[C:6]([NH:11][CH2:12][CH2:13][CH2:14][C:15]2[CH:20]=[CH:19][CH:18]=[CH:17][CH:16]=2)[C:3]=1[C:4]#[N:5]. (7) Given the reactants Cl.[N:2]1([CH2:7][C:8]([OH:10])=O)[CH:6]=[N:5][CH:4]=[N:3]1.[CH2:11]([C@H:18]1[CH2:22][NH:21][C@H:20]([C:23]([NH:25][C:26]2[CH:31]=[CH:30][C:29]([O:32][C:33]3[CH:38]=[CH:37][C:36]([F:39])=[CH:35][CH:34]=3)=[CH:28][CH:27]=2)=[O:24])[CH2:19]1)[C:12]1[CH:17]=[CH:16][CH:15]=[CH:14][CH:13]=1, predict the reaction product. The product is: [N:2]1([CH2:7][C:8]([N:21]2[CH2:22][C@H:18]([CH2:11][C:12]3[CH:17]=[CH:16][CH:15]=[CH:14][CH:13]=3)[CH2:19][C@H:20]2[C:23]([NH:25][C:26]2[CH:31]=[CH:30][C:29]([O:32][C:33]3[CH:38]=[CH:37][C:36]([F:39])=[CH:35][CH:34]=3)=[CH:28][CH:27]=2)=[O:24])=[O:10])[CH:6]=[N:5][CH:4]=[N:3]1.